This data is from Full USPTO retrosynthesis dataset with 1.9M reactions from patents (1976-2016). The task is: Predict the reactants needed to synthesize the given product. (1) Given the product [OH:1][C:2]1[CH:3]=[C:4]([C:8]2[O:12][C:11]([C:13]([OH:15])=[O:14])=[CH:10][CH:9]=2)[CH:5]=[CH:6][CH:7]=1, predict the reactants needed to synthesize it. The reactants are: [OH:1][C:2]1[CH:3]=[C:4]([C:8]2[O:12][C:11]([C:13]([O:15]C)=[O:14])=[CH:10][CH:9]=2)[CH:5]=[CH:6][CH:7]=1.[OH-].[Na+]. (2) Given the product [CH2:1]([N:5]([CH2:19][CH2:20][CH2:21][CH3:22])[CH2:6][CH2:7][CH2:8][O:9][C:10]1[CH:18]=[CH:17][C:13]([C:14]([N:25]([CH2:26][CH3:27])[CH2:23][CH3:24])=[O:15])=[CH:12][CH:11]=1)[CH2:2][CH2:3][CH3:4], predict the reactants needed to synthesize it. The reactants are: [CH2:1]([N:5]([CH2:19][CH2:20][CH2:21][CH3:22])[CH2:6][CH2:7][CH2:8][O:9][C:10]1[CH:18]=[CH:17][C:13]([C:14](Cl)=[O:15])=[CH:12][CH:11]=1)[CH2:2][CH2:3][CH3:4].[CH2:23]([NH:25][CH2:26][CH3:27])[CH3:24].C[Si](Cl)(C)C.O.